The task is: Predict the reaction yield, written as a fraction of the theoretical maximum amount of product (1.0 means a 100% yield; for example, 0.34 means a 34% yield).. This data is from Reaction yield outcomes from USPTO patents with 853,638 reactions. (1) The reactants are [CH:1]1([N:6]2[C:10]3[CH:11]=[C:12]([NH2:15])[CH:13]=[CH:14][C:9]=3[N:8]=[CH:7]2)[CH2:5][CH2:4][CH2:3][CH2:2]1.[Br:16]Br.N.CO.C(Cl)Cl. The catalyst is CC(O)=O. The product is [CH:1]1([N:6]2[C:10]3[C:11]([Br:16])=[C:12]([NH2:15])[CH:13]=[CH:14][C:9]=3[N:8]=[CH:7]2)[CH2:5][CH2:4][CH2:3][CH2:2]1. The yield is 0.500. (2) The reactants are C(OC(=O)[NH:7][C:8]([C:10]1[S:11][C:12]([S:36][CH3:37])=[C:13]([S:15]([C:18]2[CH:19]=[C:20]([C:24]3[C:29]([NH:30][C:31](=[O:34])[CH2:32][Br:33])=[CH:28][CH:27]=[CH:26][C:25]=3[CH3:35])[CH:21]=[CH:22][CH:23]=2)(=[O:17])=[O:16])[CH:14]=1)=[NH:9])(C)(C)C.[C:39]([OH:45])([C:41]([F:44])([F:43])[F:42])=[O:40].C(Cl)Cl. No catalyst specified. The product is [F:42][C:41]([F:44])([F:43])[C:39]([OH:45])=[O:40].[Br:33][CH2:32][C:31]([NH:30][C:29]1[CH:28]=[CH:27][CH:26]=[C:25]([CH3:35])[C:24]=1[C:20]1[CH:21]=[CH:22][CH:23]=[C:18]([S:15]([C:13]2[CH:14]=[C:10]([C:8](=[NH:7])[NH2:9])[S:11][C:12]=2[S:36][CH3:37])(=[O:17])=[O:16])[CH:19]=1)=[O:34]. The yield is 0.680. (3) The reactants are [Cl:1][C:2]1[C:19]([F:20])=[CH:18][CH:17]=[C:16]([F:21])[C:3]=1[CH2:4][N:5]1[CH2:10][CH2:9][NH:8][C:7]2[N:11]=[CH:12][C:13](I)=[CH:14][C:6]1=2.[Cl:22][C:23]1[C:24]([N:38]2[CH2:43][CH2:42][O:41][CH2:40][CH2:39]2)=[N:25][CH:26]=[CH:27][C:28]=1B1OC(C)(C)C(C)(C)O1. No catalyst specified. The product is [Cl:1][C:2]1[C:19]([F:20])=[CH:18][CH:17]=[C:16]([F:21])[C:3]=1[CH2:4][N:5]1[CH2:10][CH2:9][NH:8][C:7]2[N:11]=[CH:12][C:13]([C:28]3[CH:27]=[CH:26][N:25]=[C:24]([N:38]4[CH2:43][CH2:42][O:41][CH2:40][CH2:39]4)[C:23]=3[Cl:22])=[CH:14][C:6]1=2. The yield is 0.490. (4) The reactants are O=[C:2]1[CH2:7][O:6][C:5]2[CH:8]=[C:9]([F:12])[CH:10]=[CH:11][C:4]=2[NH:3]1.[H-].[H-].[H-].[H-].[Li+].[Al+3]. The catalyst is C1COCC1. The product is [F:12][C:9]1[CH:10]=[CH:11][C:4]2[NH:3][CH2:2][CH2:7][O:6][C:5]=2[CH:8]=1. The yield is 0.650. (5) The reactants are [CH2:1]([O:3][C:4]([CH:6]1[C:15]2[C:10](=[CH:11][C:12]([C:17]#[C:18][C:19]3[CH:24]=[CH:23][C:22]([CH2:25][C:26]([O:28]C(C)(C)C)=[O:27])=[CH:21][CH:20]=3)=[C:13]([CH3:16])[CH:14]=2)[C:9]([CH3:34])([CH3:33])[CH2:8][CH2:7]1)=[O:5])[CH3:2].C(O)=O.O. The catalyst is O1CCOCC1. The product is [CH2:1]([O:3][C:4]([CH:6]1[C:15]2[C:10](=[CH:11][C:12]([C:17]#[C:18][C:19]3[CH:24]=[CH:23][C:22]([CH2:25][C:26]([OH:28])=[O:27])=[CH:21][CH:20]=3)=[C:13]([CH3:16])[CH:14]=2)[C:9]([CH3:33])([CH3:34])[CH2:8][CH2:7]1)=[O:5])[CH3:2]. The yield is 0.740. (6) The reactants are C(=O)([O-])[O-].[Na+].[Na+].[CH3:7][O:8][C:9](=[O:16])[CH2:10][CH2:11][CH2:12][CH2:13][C:14]#[N:15].Cl.[NH2:18][OH:19]. The catalyst is C(O)C. The product is [OH:19][NH:18][C:14]([CH2:13][CH2:12][CH2:11][CH2:10][C:9]([O:8][CH3:7])=[O:16])=[NH:15]. The yield is 0.870. (7) The yield is 0.850. The product is [NH2:12][C:13]1[N:14]=[C:15]([N:24]2[CH2:25][CH2:26][N:27]([C:30](=[O:40])[CH2:31][O:32][C:33]3[CH:38]=[CH:37][C:36]([Cl:39])=[CH:35][CH:34]=3)[CH2:28][CH2:29]2)[C:16]2[N:22]=[C:21]([C:3]3[CH:4]=[CH:5][C:6]([F:8])=[CH:7][C:2]=3[F:1])[CH:20]=[CH:19][C:17]=2[N:18]=1. No catalyst specified. The reactants are [F:1][C:2]1[CH:7]=[C:6]([F:8])[CH:5]=[CH:4][C:3]=1B(O)O.[NH2:12][C:13]1[N:14]=[C:15]([N:24]2[CH2:29][CH2:28][N:27]([C:30](=[O:40])[CH2:31][O:32][C:33]3[CH:38]=[CH:37][C:36]([Cl:39])=[CH:35][CH:34]=3)[CH2:26][CH2:25]2)[C:16]2[N:22]=[C:21](Cl)[CH:20]=[CH:19][C:17]=2[N:18]=1. (8) The reactants are [OH:1][C:2]1([C:5]([OH:7])=O)[CH2:4][CH2:3]1.Cl.[CH3:9][C:10]1[N:14]([C:15]2[CH:20]=[CH:19][C:18]([C:21]([N:23]3[CH2:28][CH2:27][NH:26][CH2:25][CH2:24]3)=[O:22])=[CH:17][CH:16]=2)[C:13]2[CH:29]=[CH:30][CH:31]=[CH:32][C:12]=2[N:11]=1.CN(C(ON1N=NC2C=CC=CC1=2)=[N+](C)C)C.F[P-](F)(F)(F)(F)F.CCN(C(C)C)C(C)C. The catalyst is O.CN(C)C=O. The product is [OH:1][C:2]1([C:5]([N:26]2[CH2:25][CH2:24][N:23]([C:21]([C:18]3[CH:17]=[CH:16][C:15]([N:14]4[C:13]5[CH:29]=[CH:30][CH:31]=[CH:32][C:12]=5[N:11]=[C:10]4[CH3:9])=[CH:20][CH:19]=3)=[O:22])[CH2:28][CH2:27]2)=[O:7])[CH2:4][CH2:3]1. The yield is 0.190. (9) The yield is 0.490. The catalyst is ClCCl.O. The product is [CH3:18][S:19]([O:10][CH2:9][C:6]1[CH:7]=[N:8][C:3]([O:2][CH3:1])=[CH:4][CH:5]=1)(=[O:21])=[O:20]. The reactants are [CH3:1][O:2][C:3]1[N:8]=[CH:7][C:6]([CH2:9][OH:10])=[CH:5][CH:4]=1.C(N(CC)CC)C.[CH3:18][S:19](Cl)(=[O:21])=[O:20]. (10) The yield is 0.420. The product is [NH2:2][CH2:3][C:4]1[CH:5]=[C:6]([C:14]2[S:18][C:17]([CH2:19][N:20]3[CH2:25][CH2:24][N:23]([C:26]([O:28][C:4]([CH3:5])([CH3:9])[CH3:3])=[O:27])[C@@H:22]([CH3:29])[CH2:21]3)=[CH:16][CH:15]=2)[CH:7]=[CH:8][CH:9]=1. The catalyst is O1CCOCC1.O.CCOC(C)=O.C1C=CC([P]([Pd]([P](C2C=CC=CC=2)(C2C=CC=CC=2)C2C=CC=CC=2)([P](C2C=CC=CC=2)(C2C=CC=CC=2)C2C=CC=CC=2)[P](C2C=CC=CC=2)(C2C=CC=CC=2)C2C=CC=CC=2)(C2C=CC=CC=2)C2C=CC=CC=2)=CC=1. The reactants are Cl.[NH2:2][CH2:3][C:4]1[CH:5]=[C:6](B(O)O)[CH:7]=[CH:8][CH:9]=1.Br[C:14]1[S:18][C:17]([CH2:19][N:20]2[CH2:25][CH2:24][N:23]([C:26]([O-:28])=[O:27])[C@@H:22]([CH3:29])[CH2:21]2)=[CH:16][CH:15]=1.C([O-])([O-])=O.[K+].[K+].